Dataset: Full USPTO retrosynthesis dataset with 1.9M reactions from patents (1976-2016). Task: Predict the reactants needed to synthesize the given product. (1) Given the product [F:12][CH2:13][CH:14]([CH2:18][F:19])[CH2:15][CH:16]1[CH2:17][O:9]1, predict the reactants needed to synthesize it. The reactants are: C1C=C(Cl)C=C(C(OO)=[O:9])C=1.[F:12][CH2:13][CH:14]([CH2:18][F:19])[CH2:15][CH:16]=[CH2:17]. (2) The reactants are: [Cl:1][C:2]1[CH:3]=[C:4]2[C:9](=[CH:10][C:11]=1[OH:12])[O:8][CH2:7][CH2:6][CH:5]2[C:13]([O:15][CH3:16])=[O:14].C([O-])([O-])=O.[K+].[K+].[Cl:23][C:24]1[CH:44]=[CH:43][C:27]([CH2:28][CH2:29][NH:30][C:31](=[O:42])[C:32]2[CH:37]=[CH:36][C:35](Cl)=[C:34]([N+:39]([O-:41])=[O:40])[CH:33]=2)=[CH:26][CH:25]=1. Given the product [Cl:23][C:24]1[CH:25]=[CH:26][C:27]([CH2:28][CH2:29][NH:30][C:31]([C:32]2[CH:37]=[CH:36][C:35]([O:12][C:11]3[CH:10]=[C:9]4[C:4]([CH:5]([C:13]([O:15][CH3:16])=[O:14])[CH2:6][CH2:7][O:8]4)=[CH:3][C:2]=3[Cl:1])=[C:34]([N+:39]([O-:41])=[O:40])[CH:33]=2)=[O:42])=[CH:43][CH:44]=1, predict the reactants needed to synthesize it. (3) Given the product [C:35]1([C:41]2[N:43]=[N:44][N:45]([CH2:2][CH2:3][CH2:4][CH2:5][CH2:6][N:7]3[C:11](=[O:12])[C:10]4[C:9](=[CH:16][CH:15]=[CH:14][CH:13]=4)[C:8]3=[O:17])[CH:42]=2)[CH:40]=[CH:39][CH:38]=[CH:37][CH:36]=1, predict the reactants needed to synthesize it. The reactants are: Br[CH2:2][CH2:3][CH2:4][CH2:5][CH2:6][N:7]1[C:11](=[O:12])[C:10]2=[CH:13][CH:14]=[CH:15][CH:16]=[C:9]2[C:8]1=[O:17].CS(C)=O.O=C1O[C@H]([C@H](CO)O)C([O-])=C1O.[Na+].[C:35]1([C:41]#[CH:42])[CH:40]=[CH:39][CH:38]=[CH:37][CH:36]=1.[N-:43]=[N+:44]=[N-:45].[Na+]. (4) The reactants are: [CH3:1][O:2][C:3]([C:5]1([C:8]2[CH:13]=[CH:12][C:11](B3OC(C)(C)C(C)(C)O3)=[CH:10][CH:9]=2)[CH2:7][CH2:6]1)=[O:4].[F:23][C:24]1[CH:29]=[CH:28][CH:27]=[CH:26][C:25]=1[C@H:30]([O:32][C:33](=[O:48])[NH:34][C:35]1[N:36]([C:41]2[CH:46]=[CH:45][C:44](Br)=[CH:43][CH:42]=2)[N:37]=[N:38][C:39]=1[CH3:40])[CH3:31].P([O-])([O-])([O-])=O.[K+].[K+].[K+].COC1C=CC=C(OC)C=1C1C=CC=CC=1P(C1CCCCC1)C1CCCCC1. Given the product [CH3:1][O:2][C:3]([C:5]1([C:8]2[CH:9]=[CH:10][C:11]([C:44]3[CH:43]=[CH:42][C:41]([N:36]4[C:35]([NH:34][C:33]([O:32][C@@H:30]([C:25]5[CH:26]=[CH:27][CH:28]=[CH:29][C:24]=5[F:23])[CH3:31])=[O:48])=[C:39]([CH3:40])[N:38]=[N:37]4)=[CH:46][CH:45]=3)=[CH:12][CH:13]=2)[CH2:6][CH2:7]1)=[O:4], predict the reactants needed to synthesize it. (5) Given the product [NH2:1][C:2]1[N:7]2[N:8]=[CH:9][C:10]([C:11]3[CH:12]=[N:13][C:14]4[C:19]([CH:20]=3)=[CH:18][CH:17]=[CH:16][CH:15]=4)=[C:6]2[N:5]=[C:4]([CH:21]2[CH2:26][NH:25][CH:24]([C:27]([OH:29])=[O:28])[CH2:23][CH2:22]2)[C:3]=1[Br:31], predict the reactants needed to synthesize it. The reactants are: [NH2:1][C:2]1[N:7]2[N:8]=[CH:9][C:10]([C:11]3[CH:12]=[N:13][C:14]4[C:19]([CH:20]=3)=[CH:18][CH:17]=[CH:16][CH:15]=4)=[C:6]2[N:5]=[C:4]([CH:21]2[CH2:26][NH:25][CH:24]([C:27]([O:29]C)=[O:28])[CH2:23][CH2:22]2)[C:3]=1[Br:31].C1COCC1.[OH-].[Na+]. (6) The reactants are: C(S)C.[Li]CCCC.Cl.[N:10]1([CH2:16][CH2:17][O:18][C:19]2[CH:45]=[CH:44][C:22]([O:23][C:24]3[C:33]4[C:28](=[CH:29][C:30]([O:34]C)=[CH:31][CH:32]=4)[CH:27]=[CH:26][C:25]=3[C:36]3[CH:41]=[CH:40][CH:39]=[C:38]([O:42][CH3:43])[CH:37]=3)=[CH:21][CH:20]=2)[CH2:15][CH2:14][CH2:13][CH2:12][CH2:11]1.[Li]SCC. Given the product [N:10]1([CH2:16][CH2:17][O:18][C:19]2[CH:20]=[CH:21][C:22]([O:23][C:24]3[C:33]4[C:28](=[CH:29][C:30]([OH:34])=[CH:31][CH:32]=4)[CH:27]=[CH:26][C:25]=3[C:36]3[CH:41]=[CH:40][CH:39]=[C:38]([O:42][CH3:43])[CH:37]=3)=[CH:44][CH:45]=2)[CH2:15][CH2:14][CH2:13][CH2:12][CH2:11]1, predict the reactants needed to synthesize it. (7) Given the product [CH3:23][P:24]([O:10][CH2:11][CH:12]1[CH2:15][N:14]([C:16]([O:18][C:19]([CH3:22])([CH3:21])[CH3:20])=[O:17])[CH2:13]1)([CH3:26])=[O:25], predict the reactants needed to synthesize it. The reactants are: C(N(C(C)C)CC)(C)C.[OH:10][CH2:11][CH:12]1[CH2:15][N:14]([C:16]([O:18][C:19]([CH3:22])([CH3:21])[CH3:20])=[O:17])[CH2:13]1.[CH3:23][P:24](Cl)([CH3:26])=[O:25].